This data is from Catalyst prediction with 721,799 reactions and 888 catalyst types from USPTO. The task is: Predict which catalyst facilitates the given reaction. Reactant: [NH2:1][C:2]1[CH:10]=[CH:9][CH:8]=[C:7]([CH3:11])[C:3]=1[C:4]([OH:6])=[O:5].[C:12](O[C:12]([O:14][C:15]([CH3:18])([CH3:17])[CH3:16])=[O:13])([O:14][C:15]([CH3:18])([CH3:17])[CH3:16])=[O:13].C(N(CC)CC)C. Product: [C:15]([O:14][C:12]([NH:1][C:2]1[CH:10]=[CH:9][CH:8]=[C:7]([CH3:11])[C:3]=1[C:4]([OH:6])=[O:5])=[O:13])([CH3:18])([CH3:17])[CH3:16]. The catalyst class is: 10.